From a dataset of Forward reaction prediction with 1.9M reactions from USPTO patents (1976-2016). Predict the product of the given reaction. (1) Given the reactants [CH3:1][C:2]1[N:6]=[C:5]([NH2:7])[O:4][N:3]=1.[CH:8]1[C:21]2[CH:20]([C:22](Cl)=[O:23])[C:19]3[C:14](=[CH:15][CH:16]=[CH:17][CH:18]=3)[O:13][C:12]=2[CH:11]=[CH:10][CH:9]=1, predict the reaction product. The product is: [CH3:1][C:2]1[N:6]=[C:5]([NH:7][C:22]([CH:20]2[C:21]3[CH:8]=[CH:9][CH:10]=[CH:11][C:12]=3[O:13][C:14]3[C:19]2=[CH:18][CH:17]=[CH:16][CH:15]=3)=[O:23])[O:4][N:3]=1. (2) Given the reactants [CH3:1][O:2][C:3]1[CH:8]=[CH:7][C:6]([S:9](Cl)(=[O:11])=[O:10])=[CH:5][CH:4]=1.Cl.[CH3:14][O:15][C:16]1[CH:17]=[C:18]([C:24]2[CH:25](C)[CH2:26][C:27](=[O:36])[N:28]([CH:30]3[CH2:35][CH2:34][NH:33][CH2:32][CH2:31]3)[N:29]=2)[CH:19]=[CH:20][C:21]=1[O:22][CH3:23].C(N1CCC(N2C(=O)CC(C)C(C3C=CC(OC)=C(OC)C=3)=N2)CC1)(=O)C, predict the reaction product. The product is: [CH3:14][O:15][C:16]1[CH:17]=[C:18]([C:24]2[CH2:25][CH2:26][C:27](=[O:36])[N:28]([CH:30]3[CH2:31][CH2:32][N:33]([S:9]([C:6]4[CH:7]=[CH:8][C:3]([O:2][CH3:1])=[CH:4][CH:5]=4)(=[O:11])=[O:10])[CH2:34][CH2:35]3)[N:29]=2)[CH:19]=[CH:20][C:21]=1[O:22][CH3:23]. (3) Given the reactants [C:1]([O:5][C:6](=[O:18])[CH2:7]/[N:8]=[CH:9]/[CH2:10][C:11]1([CH3:17])[CH2:16][CH2:15][CH2:14][CH2:13][CH2:12]1)([CH3:4])([CH3:3])[CH3:2].[Cl:19][C:20]1[C:21]([F:38])=[C:22](/[CH:26]=[C:27](/[C:30]2[CH:35]=[CH:34][C:33]([Cl:36])=[CH:32][C:31]=2[F:37])\[C:28]#[N:29])[CH:23]=[CH:24][CH:25]=1.C(N(CC)CC)C.C1CCN2C(=NCCC2)CC1, predict the reaction product. The product is: [C:1]([O:5][C:6]([CH:7]1[CH:26]([C:22]2[CH:23]=[CH:24][CH:25]=[C:20]([Cl:19])[C:21]=2[F:38])[C:27]([C:30]2[CH:35]=[CH:34][C:33]([Cl:36])=[CH:32][C:31]=2[F:37])([C:28]#[N:29])[CH:9]([CH2:10][C:11]2([CH3:17])[CH2:12][CH2:13][CH2:14][CH2:15][CH2:16]2)[NH:8]1)=[O:18])([CH3:4])([CH3:2])[CH3:3]. (4) Given the reactants [Br:1][C:2]1[CH:3]=[C:4]([CH:6]=[CH:7][CH:8]=1)[NH2:5].[N:9]1[CH:14]=[CH:13][CH:12]=[C:11]([CH:15]=O)[CH:10]=1.[BH4-].[Na+], predict the reaction product. The product is: [Br:1][C:2]1[CH:3]=[C:4]([NH:5][CH2:15][C:11]2[CH:10]=[N:9][CH:14]=[CH:13][CH:12]=2)[CH:6]=[CH:7][CH:8]=1. (5) The product is: [CH3:43][O:44][C:45](=[O:49])[CH2:46][N:47]([C:19](=[O:21])[C:18]1[CH:17]=[CH:16][C:15]([CH2:14][N:12]2[CH:13]=[C:9]([C:3]3[CH:4]=[CH:5][C:6]([Cl:8])=[CH:7][C:2]=3[Cl:1])[N:10]=[C:11]2/[CH:24]=[CH:25]/[C:26]2[CH:27]=[CH:28][C:29]([C:32]3[CH:37]=[CH:36][CH:35]=[C:34]([C:38]([F:39])([F:40])[F:41])[CH:33]=3)=[CH:30][CH:31]=2)=[CH:23][CH:22]=1)[CH3:48]. Given the reactants [Cl:1][C:2]1[CH:7]=[C:6]([Cl:8])[CH:5]=[CH:4][C:3]=1[C:9]1[N:10]=[C:11](/[CH:24]=[CH:25]/[C:26]2[CH:31]=[CH:30][C:29]([C:32]3[CH:37]=[CH:36][CH:35]=[C:34]([C:38]([F:41])([F:40])[F:39])[CH:33]=3)=[CH:28][CH:27]=2)[N:12]([CH2:14][C:15]2[CH:23]=[CH:22][C:18]([C:19]([OH:21])=O)=[CH:17][CH:16]=2)[CH:13]=1.Cl.[CH3:43][O:44][C:45](=[O:49])[CH2:46][NH:47][CH3:48], predict the reaction product. (6) Given the reactants [N:1]1(C2CCCCCCC2)[CH2:8]CCCCCN1.Cl[C:18]1[N:23]=[C:22]([CH:24]2[CH2:26][CH2:25]2)[CH:21]=[CH:20][N:19]=1.[C-]#N.[Na+], predict the reaction product. The product is: [CH:24]1([C:22]2[CH:21]=[CH:20][N:19]=[C:18]([C:8]#[N:1])[N:23]=2)[CH2:26][CH2:25]1. (7) Given the reactants [CH:1]([C:4]1[N:5]=[C:6]([C:13]2[CH:18]=[CH:17][C:16]([C:19]([F:22])([F:21])[F:20])=[CH:15][CH:14]=2)[S:7][C:8]=1[CH:9]([CH3:12])[CH:10]=[O:11])([CH3:3])[CH3:2].[BH4-].[Na+], predict the reaction product. The product is: [CH:1]([C:4]1[N:5]=[C:6]([C:13]2[CH:14]=[CH:15][C:16]([C:19]([F:21])([F:22])[F:20])=[CH:17][CH:18]=2)[S:7][C:8]=1[CH:9]([CH3:12])[CH2:10][OH:11])([CH3:2])[CH3:3].